From a dataset of Full USPTO retrosynthesis dataset with 1.9M reactions from patents (1976-2016). Predict the reactants needed to synthesize the given product. (1) Given the product [O:1]1[CH2:6][CH2:5][N:4]([C:7]2[C:8]([N+:16]([O-:18])=[O:17])=[C:9]([CH:13]=[CH:14][CH:15]=2)[C:10]([O:12][CH3:19])=[O:11])[CH2:3][CH2:2]1, predict the reactants needed to synthesize it. The reactants are: [O:1]1[CH2:6][CH2:5][N:4]([C:7]2[C:8]([N+:16]([O-:18])=[O:17])=[C:9]([CH:13]=[CH:14][CH:15]=2)[C:10]([OH:12])=[O:11])[CH2:3][CH2:2]1.[C:19](=O)([O-])[O-].[K+].[K+].CI. (2) Given the product [OH:3][C@H:4]([C@@H:5]([OH:6])[C@@H:7]([OH:8])[C@H:11]([OH:10])[C:12]([NH:14][C@@H:15]([CH3:23])[CH2:16][C:17]1[CH:22]=[CH:21][CH:20]=[CH:19][CH:18]=1)=[O:13])[C:26]([NH:28][C@@H:29]([CH3:37])[CH2:30][C:31]1[CH:36]=[CH:35][CH:34]=[CH:33][CH:32]=1)=[O:27], predict the reactants needed to synthesize it. The reactants are: CC1(C)[O:6][C@H:5]([C@H:7]2[C@H:11]([C:12]([NH:14][C@@H:15]([CH3:23])[CH2:16][C:17]3[CH:22]=[CH:21][CH:20]=[CH:19][CH:18]=3)=[O:13])[O:10]C(C)(C)[O:8]2)[C@@H:4]([C:26]([NH:28][C@@H:29]([CH3:37])[CH2:30][C:31]2[CH:36]=[CH:35][CH:34]=[CH:33][CH:32]=2)=[O:27])[O:3]1.O. (3) Given the product [N:28]1[CH:33]=[CH:32][CH:31]=[CH:30][C:29]=1[N:34]1[CH2:35][CH2:36][N:37]([CH2:65][CH2:66][CH:67]2[CH2:71][C:70]3([CH2:72][CH2:73][CH2:74][CH2:75][CH2:76]3)[C:69](=[O:77])[O:68]2)[CH2:38][CH2:39]1, predict the reactants needed to synthesize it. The reactants are: N1C2C=CC=CC=2N=C1C1CCN(CCC2OC(=O)C(CC)(CC)C2)CC1.[N:28]1[CH:33]=[CH:32][CH:31]=[CH:30][C:29]=1[N:34]1[CH2:39][CH2:38][NH:37][CH2:36][CH2:35]1.N1(C2C=CC=CC=2C#N)CCNCC1.CC1C=CC(S(O[CH2:65][CH2:66][CH:67]2[CH2:71][C:70]3([CH2:76][CH2:75][CH2:74][CH2:73][CH2:72]3)[C:69](=[O:77])[O:68]2)(=O)=O)=CC=1.CC1C=CC(S(OCCC2CC(CC)(CC)C(=O)O2)(=O)=O)=CC=1. (4) The reactants are: [CH3:1][C:2]1[CH:7]=[CH:6][C:5]([CH3:8])=[CH:4][C:3]=1[C:9]1[C:10](=[O:23])[N:11]([CH3:22])[C:12]2([CH2:19][CH2:18][N:17]([O:20][CH3:21])[CH2:16][CH2:15]2)[C:13]=1[OH:14].C(=O)([O-])O.[Na+].S(Cl)([Cl:32])(=O)=O.C(=O)([O-])[O-].[Na+].[Na+]. Given the product [Cl:32][C:9]1([C:3]2[CH:4]=[C:5]([CH3:8])[CH:6]=[CH:7][C:2]=2[CH3:1])[C:13](=[O:14])[C:12]2([CH2:19][CH2:18][N:17]([O:20][CH3:21])[CH2:16][CH2:15]2)[N:11]([CH3:22])[C:10]1=[O:23], predict the reactants needed to synthesize it. (5) The reactants are: [C:1]1([CH:8]=[CH:7][C:5]([OH:6])=[CH:4][CH:3]=1)[OH:2].Br[CH2:10][CH2:11][O:12][Si:13]([C:16]([CH3:19])([CH3:18])[CH3:17])([CH3:15])[CH3:14].C(=O)([O-])[O-].[Cs+].[Cs+].Cl. Given the product [C:16]([Si:13]([CH3:15])([CH3:14])[O:12][CH2:11][CH2:10][O:2][C:1]1[CH:8]=[CH:7][C:5]([OH:6])=[CH:4][CH:3]=1)([CH3:19])([CH3:18])[CH3:17], predict the reactants needed to synthesize it. (6) Given the product [Cl:1][C:2]1[CH:10]=[CH:9][C:5]([C:6]([Cl:44])=[O:7])=[CH:4][C:3]=1[C:11]1[O:15][N:14]=[C:13]([CH2:16][N:17]2[C:25]3[C:20](=[C:21]([C:28]([F:29])([F:30])[F:31])[C:22]([C:26]#[N:27])=[CH:23][CH:24]=3)[CH:19]=[C:18]2[CH2:32][CH2:33][CH3:34])[N:12]=1, predict the reactants needed to synthesize it. The reactants are: [Cl:1][C:2]1[CH:10]=[CH:9][C:5]([C:6](O)=[O:7])=[CH:4][C:3]=1[C:11]1[O:15][N:14]=[C:13]([CH2:16][N:17]2[C:25]3[C:20](=[C:21]([C:28]([F:31])([F:30])[F:29])[C:22]([C:26]#[N:27])=[CH:23][CH:24]=3)[CH:19]=[C:18]2[CH2:32][CH2:33][CH3:34])[N:12]=1.CN(C=O)C.C(Cl)(C([Cl:44])=O)=O. (7) Given the product [ClH:1].[Cl:1][C:2]1[C:11]2[C:6](=[CH:7][CH:8]=[CH:9][CH:10]=2)[C:5]([O:12][C:13]([CH3:26])([CH3:25])[C:14]([NH:16][NH2:17])=[O:15])=[CH:4][CH:3]=1, predict the reactants needed to synthesize it. The reactants are: [Cl:1][C:2]1[C:11]2[C:6](=[CH:7][CH:8]=[CH:9][CH:10]=2)[C:5]([O:12][C:13]([CH3:26])([CH3:25])[C:14]([NH:16][NH:17]C(OC(C)(C)C)=O)=[O:15])=[CH:4][CH:3]=1.C(OCC)(=O)C.Cl. (8) Given the product [CH3:28][N:29]1[CH2:5][CH2:6][N:1]([C:7]2[C:15]3[C:10](=[CH:11][CH:12]=[CH:13][CH:14]=3)[N:9]([Si:16]([CH:23]([CH3:25])[CH3:24])([CH:20]([CH3:22])[CH3:21])[CH:17]([CH3:19])[CH3:18])[CH:8]=2)[CH2:2][CH2:3]1, predict the reactants needed to synthesize it. The reactants are: [N:1]1([C:7]2[C:15]3[C:10](=[CH:11][CH:12]=[CH:13][CH:14]=3)[N:9]([Si:16]([CH:23]([CH3:25])[CH3:24])([CH:20]([CH3:22])[CH3:21])[CH:17]([CH3:19])[CH3:18])[CH:8]=2)[CH2:6][CH2:5]O[CH2:3][CH2:2]1.BrC1C2C(=CC=CC=2)[N:29]([Si](C(C)C)(C(C)C)C(C)C)[CH:28]=1.CN1CCNCC1.C[Si]([N-][Si](C)(C)C)(C)C.[Li+]. (9) The reactants are: Cl.[Cl:2][C:3]1[CH:14]=[CH:13][C:6]([CH2:7][O:8][CH2:9][CH:10]([NH2:12])[CH3:11])=[CH:5][CH:4]=1.C(=O)([O-])[O-].[K+].[K+].[NH2:21][C:22]1[NH:27][C:26](Cl)([CH:28]([CH3:30])[CH3:29])[N:25]=[CH:24][N:23]=1. Given the product [NH2:21][C:22]1[N:27]=[C:26]([CH:28]([CH3:30])[CH3:29])[N:25]=[C:24]([NH:12][CH:10]([CH3:11])[CH2:9][O:8][CH2:7][C:6]2[CH:5]=[CH:4][C:3]([Cl:2])=[CH:14][CH:13]=2)[N:23]=1, predict the reactants needed to synthesize it. (10) Given the product [Cl:18][C:13]1[CH:12]=[C:11]([N:7]2[C:8]([CH3:10])=[CH:9][C:5]([O:4][CH2:3][CH2:2][N:19]3[CH2:20][CH2:21][CH:22]([N:25]4[C:29]5=[N:30][CH:31]=[CH:32][CH:33]=[C:28]5[N:27]=[CH:26]4)[CH2:23][CH2:24]3)=[N:6]2)[CH:16]=[CH:15][C:14]=1[Cl:17], predict the reactants needed to synthesize it. The reactants are: Cl[CH2:2][CH2:3][O:4][C:5]1[CH:9]=[C:8]([CH3:10])[N:7]([C:11]2[CH:16]=[CH:15][C:14]([Cl:17])=[C:13]([Cl:18])[CH:12]=2)[N:6]=1.[NH:19]1[CH2:24][CH2:23][CH:22]([N:25]2[C:29]3=[N:30][CH:31]=[CH:32][CH:33]=[C:28]3[N:27]=[CH:26]2)[CH2:21][CH2:20]1.C([O-])([O-])=O.[K+].[K+].[Na+].[I-].